This data is from hERG Central: cardiac toxicity at 1µM, 10µM, and general inhibition. The task is: Predict hERG channel inhibition at various concentrations. The compound is C[n+]1c(-c2ccccc2)cc(-c2ccc(Cl)cc2)cc1-c1ccccc1.[O-][Cl+3]([O-])([O-])[O-]. Results: hERG_inhib (hERG inhibition (general)): blocker.